Dataset: Experimentally validated miRNA-target interactions with 360,000+ pairs, plus equal number of negative samples. Task: Binary Classification. Given a miRNA mature sequence and a target amino acid sequence, predict their likelihood of interaction. (1) The miRNA is hsa-miR-1266-5p with sequence CCUCAGGGCUGUAGAACAGGGCU. The protein sequence of the target gene is MALNHTALPQDERLPHYLRDEDPFASKLSWEADLVAGFYLTIIGILSTFGNGYVLYMSSRRKKKLRPAEIMTINLAVCDLGISVVGKPFTIISCFCHRWVFGWFGCRWYGWAGFFFGCGSLITMTAVSLDRYLKICYLSYGVWLKRKHAYICLAVIWAYASFWTTMPLVGLGDYAPEPFGTSCTLDWWLAQASGGGQVFILSILFFCLLLPTAVIVFSYAKIIAKVKSSSKEVAHFDSRIHSSHVLEVKLTKVAMLICAGFLIAWIPYAVVSVWSAFGRPDSIPIQLSVVPTLLAKSAAM.... Result: 0 (no interaction). (2) The miRNA is hsa-miR-302e with sequence UAAGUGCUUCCAUGCUU. The protein sequence of the target gene is MTEEVDFLGQDSDGGSEEVVLTPAELIERLEQAWMNEKFAPELLESKPEIVECVMEQLEHMEENLRRAKREDLKVSIHQMEMERIRYVLSSYLRCRLMKIEKFFPHVLEKEKTRPEGEPSSLSPEELAFAREFMANTESYLKNVALKHMPPNLQKVDLFRAVPKPDLDSYVFLRVRERQENILVEPDTDEQRDYVIDLEKGSQHLIRYKTIAPLVASGAVQLI. Result: 1 (interaction). (3) The miRNA is hsa-miR-4695-5p with sequence CAGGAGGCAGUGGGCGAGCAGG. The protein sequence of the target gene is MLKPSVTSAPTADMATLTVVQPLTLDRDVARAIELLEKLQESGEVPVHKLQSLKKVLQSEFCTAIREVYQYMHETITVNGCPEFRARATAKATVAAFAASEGHSHPRVVELPKTDEGLGFNVMGGKEQNSPIYISRIIPGGVAERHGGLKRGDQLLSVNGVSVEGEHHEKAVELLKAAKDSVKLVVRYTPKVLEEMEARFEKLRTARRRQQQQLLIQQQQQQQQQQPQQNHMS. Result: 0 (no interaction). (4) The miRNA is mmu-miR-24-3p with sequence UGGCUCAGUUCAGCAGGAACAG. The protein sequence of the target gene is MTRAEVEPGAQAKAENKPGDENANAAEVEPEAPLVVRPKVRTQIMTGARPKVKPKGTPGARPKGETSTPGGAYAKCKPKAIPIARSKHDAQVWAPNKFRGESMSKMGKQCQISAADPPLLSNDSGMVAQAKCLPVDRELANMDTESIPKKANSPAGFQPSYGSEEGTNMGSWYRARPVPKGEAYENSDFKWADKPSGSPSFWNRDEASTRFRPRKSMKANNRFRHMAKQEANTMPRHKNKQEFYNISSSDSEDESGKTPWFWPKDKTKVWSKPKEEPNSRSWFRSKKEVRVESTSGSECE.... Result: 1 (interaction). (5) The miRNA is hsa-miR-520c-3p with sequence AAAGUGCUUCCUUUUAGAGGGU. The protein sequence of the target gene is MGDKKDDKDSPKKNKGKERRDLDDLKKEVAMTEHKMSVEEVCRKYNTDCVQGLTHSKAQEILARDGPNALTPPPTTPEWVKFCRQLFGGFSILLWIGAILCFLAYGIQAGTEDDPSGDNLYLGIVLAAVVIITGCFSYYQEAKSSKIMESFKNMVPQQALVIREGEKMQVNAEEVVVGDLVEIKGGDRVPADLRIISAHGCKVDNSSLTGESEPQTRSPDCTHDNPLETRNITFFSTNCVEGTARGVVVATGDRTVMGRIATLASGLEVGKTPIAIEIEHFIQLITGVAVFLGVSFFILS.... Result: 0 (no interaction). (6) Result: 0 (no interaction). The protein sequence of the target gene is MQKLQLCVYIYLFMLIVAGPVDLNENSEQKENVEKEGLCNACTWRQNTKSSRIEAIKIQILSKLRLETAPNISKDVIRQLLPKAPPLRELIDQYDVQRDDSSDGSLEDDDYHATTETIITMPTESDFLMQVDGKPKCCFFKFSSKIQYNKVVKAQLWIYLRPVETPTTVFVQILRLIKPMKDGTRYTGIRSLKLDMNPGTGIWQSIDVKTVLQNWLKQPESNLGIEIKALDENGHDLAVTFPGPGEDGLNPFLEVKVTDTPKRSRRDFGLDCDEHSTESRCCRYPLTVDFEAFGWDWIIA.... The miRNA is hsa-miR-627-5p with sequence GUGAGUCUCUAAGAAAAGAGGA. (7) The miRNA is hsa-miR-6514-3p with sequence CUGCCUGUUCUUCCACUCCAG. The protein sequence of the target gene is MAEKFDCHYCRDPLQGKKYVQKDGHHCCLKCFDKFCANTCVECRKPIGADSKEVHYKNRFWHDTCFRCAKCLHPLANETFVAKDNKILCNKCTTREDSPKCKGCFKAIVAGDQNVEYKGTVWHKDCFTCSNCKQVIGTGSFFPKGEDFYCVTCHETKFAKHCVKCNKAITSGGITYQDQPWHADCFVCVTCSKKLAGQRFTAVEDQYYCVDCYKNFVAKKCAGCKNPITGKRTVSRVSHPVSKARKPPVCHGKRLPLTLFPSANLRGRHPGGERTCPSWVVVLYRKNRSLAAPRGPGLVK.... Result: 0 (no interaction). (8) The miRNA is hsa-miR-17-5p with sequence CAAAGUGCUUACAGUGCAGGUAG. The protein sequence of the target gene is MARAGPRLVLSEEAVRAKSGLGPHRDLAELQSLSIPGTYQEKITHLGHSLMSLTGLKSLDLSRNSLVSLEGIQYLTALESLNLYYNCISSLAEVFRLHALTELVDVDFRLNPVVKVEPDYRLFVVHLLPKLQQLDDRPVRASERKASRLHFASEDSLDSKESVPASLKEGRPHHPRAKCTEALAKQSLVMDADDEAVLNLIAECEWDLGRPPGSTSFSQKGREADSRGSQESRHLLSPQLVQYQCGDSGKQGRETRRSSCRGCCLEKMPWSQLCGELPPLYGAEPEASRAPRPHTYFTPH.... Result: 1 (interaction).